This data is from Catalyst prediction with 721,799 reactions and 888 catalyst types from USPTO. The task is: Predict which catalyst facilitates the given reaction. Reactant: Cl.C(OC([NH:9][CH2:10][CH2:11][NH:12][C:13]1[CH:14]=[C:15]([C:19]2[CH:24]=[CH:23][CH:22]=[C:21]([C:25]([O:27][CH3:28])=[O:26])[CH:20]=2)[CH:16]=[CH:17][CH:18]=1)=O)(C)(C)C. Product: [CH3:28][O:27][C:25]([C:21]1[CH:20]=[C:19]([C:15]2[CH:16]=[CH:17][CH:18]=[C:13]([NH:12][CH2:11][CH2:10][NH2:9])[CH:14]=2)[CH:24]=[CH:23][CH:22]=1)=[O:26]. The catalyst class is: 13.